From a dataset of Forward reaction prediction with 1.9M reactions from USPTO patents (1976-2016). Predict the product of the given reaction. Given the reactants [C:1](OC(=O)C)(=[O:3])[CH3:2].[C:8]1([C:14]2[O:15][C:16]3[CH:25]=[CH:24][CH:23]=[CH:22][C:17]=3[O:18][C:19]=2[CH2:20][NH2:21])[CH:13]=[CH:12][CH:11]=[CH:10][CH:9]=1.Cl.CCOC(C)=O, predict the reaction product. The product is: [C:8]1([C:14]2[O:15][C:16]3[CH:25]=[CH:24][CH:23]=[CH:22][C:17]=3[O:18][C:19]=2[CH2:20][NH:21][C:1](=[O:3])[CH3:2])[CH:9]=[CH:10][CH:11]=[CH:12][CH:13]=1.